Dataset: NCI-60 drug combinations with 297,098 pairs across 59 cell lines. Task: Regression. Given two drug SMILES strings and cell line genomic features, predict the synergy score measuring deviation from expected non-interaction effect. (1) Drug 1: CCCCCOC(=O)NC1=NC(=O)N(C=C1F)C2C(C(C(O2)C)O)O. Drug 2: B(C(CC(C)C)NC(=O)C(CC1=CC=CC=C1)NC(=O)C2=NC=CN=C2)(O)O. Cell line: SF-268. Synergy scores: CSS=32.1, Synergy_ZIP=0.550, Synergy_Bliss=-0.805, Synergy_Loewe=-65.5, Synergy_HSA=-2.37. (2) Drug 1: CC1C(C(=O)NC(C(=O)N2CCCC2C(=O)N(CC(=O)N(C(C(=O)O1)C(C)C)C)C)C(C)C)NC(=O)C3=C4C(=C(C=C3)C)OC5=C(C(=O)C(=C(C5=N4)C(=O)NC6C(OC(=O)C(N(C(=O)CN(C(=O)C7CCCN7C(=O)C(NC6=O)C(C)C)C)C)C(C)C)C)N)C. Drug 2: C1=CC=C(C(=C1)C(C2=CC=C(C=C2)Cl)C(Cl)Cl)Cl. Cell line: OVCAR-5. Synergy scores: CSS=10.8, Synergy_ZIP=4.32, Synergy_Bliss=4.18, Synergy_Loewe=6.13, Synergy_HSA=4.68.